This data is from Forward reaction prediction with 1.9M reactions from USPTO patents (1976-2016). The task is: Predict the product of the given reaction. (1) Given the reactants [CH3:1][C:2]1[O:3][C:4]2[C:10]([N+:11]([O-])=O)=[CH:9][CH:8]=[CH:7][C:5]=2[N:6]=1.[H][H], predict the reaction product. The product is: [CH3:1][C:2]1[O:3][C:4]2[C:10]([NH2:11])=[CH:9][CH:8]=[CH:7][C:5]=2[N:6]=1. (2) Given the reactants [OH:1][CH:2]1[O:21][C@H:20]([CH2:22][OH:23])[C@@H:7]([O:8][C@@H:9]2[O:17][C@H:16]([CH2:18][OH:19])[C@H:14]([OH:15])[C@H:12]([OH:13])[C@H:10]2[OH:11])[C@H:5]([OH:6])[C@H:3]1[OH:4].[NH:24]1[C:30]2[CH:31]=[CH:32][CH:33]=[CH:34][C:29]=2[CH:28]=[CH:27][CH:26]=[N:25]1, predict the reaction product. The product is: [NH:24]1[C:30]2[CH:31]=[CH:32][CH:33]=[CH:34][C:29]=2[CH:28]=[CH:27][CH:26]=[N:25]1.[OH:1][CH:2]1[O:21][C@H:20]([CH2:22][OH:23])[C@@H:7]([O:8][C@@H:9]2[O:17][C@H:16]([CH2:18][OH:19])[C@H:14]([OH:15])[C@H:12]([OH:13])[C@H:10]2[OH:11])[C@H:5]([OH:6])[C@H:3]1[OH:4]. (3) Given the reactants [Cl:1][C:2]1[CH:3]=[N:4][C:5]2[N:6]([N:8]=[C:9]([C:11]([OH:13])=O)[CH:10]=2)[CH:7]=1.[Cl:14][C:15]1[N:19]2[CH2:20][CH2:21][NH:22][CH2:23][C:18]2=[CH:17][CH:16]=1, predict the reaction product. The product is: [Cl:14][C:15]1[N:19]2[CH2:20][CH2:21][N:22]([C:11]([C:9]3[CH:10]=[C:5]4[N:4]=[CH:3][C:2]([Cl:1])=[CH:7][N:6]4[N:8]=3)=[O:13])[CH2:23][C:18]2=[CH:17][CH:16]=1.